From a dataset of Forward reaction prediction with 1.9M reactions from USPTO patents (1976-2016). Predict the product of the given reaction. (1) Given the reactants [CH2:1]([NH:8][C:9]([C:11]1[S:15][C:14]([C:16]2[CH:21]=[N:20][CH:19]=[C:18](I)[N:17]=2)=[N:13][C:12]=1[CH3:23])=[O:10])[C:2]1[CH:7]=[CH:6][CH:5]=[CH:4][CH:3]=1.C([O-])([O-])=O.[Na+].[Na+].[CH2:30](B1OC(C)(C)C(C)(C)O1)[C:31]1[CH:36]=[CH:35][CH:34]=[CH:33][CH:32]=1.O, predict the reaction product. The product is: [CH2:1]([NH:8][C:9]([C:11]1[S:15][C:14]([C:16]2[CH:21]=[N:20][CH:19]=[C:18]([CH2:30][C:31]3[CH:36]=[CH:35][CH:34]=[CH:33][CH:32]=3)[N:17]=2)=[N:13][C:12]=1[CH3:23])=[O:10])[C:2]1[CH:7]=[CH:6][CH:5]=[CH:4][CH:3]=1. (2) Given the reactants C(Cl)(=O)C.Cl[C:6]1[CH:11]=[CH:10][N:9]=[C:8]2[NH:12][CH:13]=[C:14]([C:15]#[N:16])[C:7]=12.[I-:17].[Na+].C(OCC)(=O)C, predict the reaction product. The product is: [I:17][C:6]1[CH:11]=[CH:10][N:9]=[C:8]2[NH:12][CH:13]=[C:14]([C:15]#[N:16])[C:7]=12. (3) Given the reactants C(C1S[C:8]([NH:10][C:11](=[O:19])[O:12][C:13]2[CH:18]=[CH:17][CH:16]=[CH:15][CH:14]=2)=NN=1)(C)(C)C.N[C:21]1[CH:22]=[C:23]([C:27]#[C:28][C:29]2[CH:30]=[N:31][C:32]([NH2:35])=[N:33][CH:34]=2)[CH:24]=C[CH:26]=1.C1(OC(Cl)=O)C=CC=CC=1, predict the reaction product. The product is: [NH2:35][C:32]1[N:31]=[CH:30][C:29]([C:28]#[C:27][C:23]2[CH:24]=[C:8]([NH:10][C:11](=[O:19])[O:12][C:13]3[CH:14]=[CH:15][CH:16]=[CH:17][CH:18]=3)[CH:26]=[CH:21][CH:22]=2)=[CH:34][N:33]=1. (4) Given the reactants [CH2:1]([Zn]CC)C.CCCCCC.C(O)(C(F)(F)F)=O.C(I)I.C(OC([N:29]1[CH2:34][CH2:33][N:32]2[C:35]([CH3:40])=[N:36][C:37]([CH:38]=[CH2:39])=[C:31]2[CH:30]1[CH2:41][CH2:42][C:43]1[CH:48]=[CH:47][C:46]([C:49]([F:52])([F:51])[F:50])=[CH:45][CH:44]=1)=O)(C)(C)C.C([O-])(O)=O.[Na+], predict the reaction product. The product is: [CH:38]1([C:37]2[N:36]=[C:35]([CH3:40])[N:32]3[CH2:33][CH2:34][NH:29][CH:30]([CH2:41][CH2:42][C:43]4[CH:48]=[CH:47][C:46]([C:49]([F:50])([F:52])[F:51])=[CH:45][CH:44]=4)[C:31]=23)[CH2:39][CH2:1]1.